Dataset: Full USPTO retrosynthesis dataset with 1.9M reactions from patents (1976-2016). Task: Predict the reactants needed to synthesize the given product. Given the product [NH2:23][CH2:22][C@@H:18]1[C@H:19]([OH:21])[CH2:20][N:16]([CH2:15][CH:14]2[N:9]3[C:10]4[C:11](=[C:2]([F:1])[CH:3]=[N:4][C:5]=4[CH:6]=[CH:7][C:8]3=[O:34])[CH2:12][CH2:13]2)[CH2:17]1, predict the reactants needed to synthesize it. The reactants are: [F:1][C:2]1[CH:3]=[N:4][C:5]2[CH:6]=[CH:7][C:8](=[O:34])[N:9]3[CH:14]([CH2:15][N:16]4[CH2:20][C@@H:19]([OH:21])[C@@H:18]([CH2:22][NH:23]C(=O)OCC5C=CC=CC=5)[CH2:17]4)[CH2:13][CH2:12][C:11]=1[C:10]=23.